This data is from Peptide-MHC class I binding affinity with 185,985 pairs from IEDB/IMGT. The task is: Regression. Given a peptide amino acid sequence and an MHC pseudo amino acid sequence, predict their binding affinity value. This is MHC class I binding data. (1) The peptide sequence is VTRKCPQKK. The MHC is HLA-A03:01 with pseudo-sequence HLA-A03:01. The binding affinity (normalized) is 1.00. (2) The peptide sequence is TSTLQEQIAW. The MHC is HLA-A29:02 with pseudo-sequence HLA-A29:02. The binding affinity (normalized) is 0.